Dataset: Reaction yield outcomes from USPTO patents with 853,638 reactions. Task: Predict the reaction yield, written as a fraction of the theoretical maximum amount of product (1.0 means a 100% yield; for example, 0.34 means a 34% yield). The catalyst is O1CCCC1.O.CO. The reactants are [C:1]([C:3]1[CH:8]=[CH:7][CH:6]=[CH:5][C:4]=1[C:9]1[CH:14]=[CH:13][C:12]([CH2:15][C:16]2[C:17](=[O:38])[N:18]([CH:28]3[CH2:31][CH:30]([C:32]([O:34]CCC)=O)[CH2:29]3)[C:19]3[N:20]([N:25]=[CH:26][N:27]=3)[C:21]=2[CH2:22][CH2:23][CH3:24])=[CH:11][CH:10]=1)#[N:2].[OH-].[Na+].Cl.[CH3:42][Mg]Br.[Cl-].[NH4+]. The product is [C:32]([C@H:30]1[CH2:31][C@H:28]([N:18]2[C:17](=[O:38])[C:16]([CH2:15][C:12]3[CH:13]=[CH:14][C:9]([C:4]4[C:3]([C:1]#[N:2])=[CH:8][CH:7]=[CH:6][CH:5]=4)=[CH:10][CH:11]=3)=[C:21]([CH2:22][CH2:23][CH3:24])[N:20]3[N:25]=[CH:26][N:27]=[C:19]23)[CH2:29]1)(=[O:34])[CH3:42]. The yield is 0.280.